This data is from TCR-epitope binding with 47,182 pairs between 192 epitopes and 23,139 TCRs. The task is: Binary Classification. Given a T-cell receptor sequence (or CDR3 region) and an epitope sequence, predict whether binding occurs between them. (1) The epitope is LPPAYTNSF. The TCR CDR3 sequence is CASRQGLDQETQYF. Result: 1 (the TCR binds to the epitope). (2) The epitope is KLSYGIATV. The TCR CDR3 sequence is CASSQPTGEVGYTF. Result: 1 (the TCR binds to the epitope).